From a dataset of Reaction yield outcomes from USPTO patents with 853,638 reactions. Predict the reaction yield, written as a fraction of the theoretical maximum amount of product (1.0 means a 100% yield; for example, 0.34 means a 34% yield). (1) The reactants are [C:1]1([N:7]2[CH2:11][CH2:10][CH2:9][C:8]2=[O:12])[CH:6]=[CH:5][CH:4]=[CH:3][CH:2]=1.[S:13]([Cl:17])(=O)(=[O:15])[OH:14]. No catalyst specified. The product is [O:12]=[C:8]1[CH2:9][CH2:10][CH2:11][N:7]1[C:1]1[CH:2]=[CH:3][C:4]([S:13]([Cl:17])(=[O:15])=[O:14])=[CH:5][CH:6]=1. The yield is 0.430. (2) The reactants are [NH2:1][C:2]1[CH:7]=[C:6]([C:8]([CH3:11])([CH3:10])[CH3:9])[CH:5]=[C:4]([N+:12]([O-:14])=[O:13])[C:3]=1[OH:15].N1C=CC=CC=1.C1C([N+]([O-])=O)=CC=C([Cl-][C:32]([O-])=[O:33])C=1. The catalyst is C(Cl)Cl. The product is [C:8]([C:6]1[CH:5]=[C:4]([N+:12]([O-:14])=[O:13])[C:3]2[O:15][C:32](=[O:33])[NH:1][C:2]=2[CH:7]=1)([CH3:9])([CH3:10])[CH3:11]. The yield is 0.700. (3) The reactants are [Cl:1][C:2]1[C:7]([CH:8]=[O:9])=[CH:6][CH:5]=[C:4]([NH:10][CH2:11][C:12]2[CH:13]=[N:14][C:15]([C:18]([F:21])([F:20])[F:19])=[CH:16][CH:17]=2)[N:3]=1.C(N(CC)C(C)C)(C)C.[C:31]([O:35][C:36](O[C:36]([O:35][C:31]([CH3:34])([CH3:33])[CH3:32])=[O:37])=[O:37])([CH3:34])([CH3:33])[CH3:32]. The catalyst is O1CCCC1.CN(C)C1C=CN=CC=1. The product is [C:31]([O:35][C:36](=[O:37])[N:10]([C:4]1[CH:5]=[CH:6][C:7]([CH:8]=[O:9])=[C:2]([Cl:1])[N:3]=1)[CH2:11][C:12]1[CH:13]=[N:14][C:15]([C:18]([F:21])([F:19])[F:20])=[CH:16][CH:17]=1)([CH3:34])([CH3:33])[CH3:32]. The yield is 0.836. (4) The reactants are CS(O[CH2:6][CH:7]1[CH2:12][CH2:11][CH2:10][N:9]([C:13]([O:15][C:16]([CH3:19])([CH3:18])[CH3:17])=[O:14])[CH2:8]1)(=O)=O.[I-:20].[Na+]. The catalyst is CC(C)=O. The yield is 0.910. The product is [I:20][CH2:6][CH:7]1[CH2:12][CH2:11][CH2:10][N:9]([C:13]([O:15][C:16]([CH3:19])([CH3:18])[CH3:17])=[O:14])[CH2:8]1. (5) The reactants are Cl[C:2]1[CH:7]=[CH:6][C:5]([F:8])=[CH:4][C:3]=1[N+:9]([O-:11])=[O:10].[F:12][C:13]1[CH:18]=[CH:17][C:16](B(O)O)=[CH:15][CH:14]=1.C(=O)([O-])[O-].[Na+].[Na+].[OH-].[Na+]. The catalyst is [Br-].C([N+](CCCC)(CCCC)CCCC)CCC.O.C([O-])(=O)C.C([O-])(=O)C.[Pd+2].C(OCC)C. The product is [F:8][C:5]1[CH:6]=[CH:7][C:2]([C:16]2[CH:17]=[CH:18][C:13]([F:12])=[CH:14][CH:15]=2)=[C:3]([N+:9]([O-:11])=[O:10])[CH:4]=1. The yield is 0.520. (6) The reactants are [CH2:1]([C:3]1[CH:4]=[N:5][C:6]([N:9]2[CH2:14][CH2:13][CH:12]([NH:15]C(=O)OC(C)(C)C)[CH2:11][CH2:10]2)=[N:7][CH:8]=1)[CH3:2]. The catalyst is C(O)(C(F)(F)F)=O.C(Cl)Cl. The product is [CH2:1]([C:3]1[CH:4]=[N:5][C:6]([N:9]2[CH2:10][CH2:11][CH:12]([NH2:15])[CH2:13][CH2:14]2)=[N:7][CH:8]=1)[CH3:2]. The yield is 1.00.